This data is from Catalyst prediction with 721,799 reactions and 888 catalyst types from USPTO. The task is: Predict which catalyst facilitates the given reaction. (1) Reactant: [N+:1]([C:4]1[C:9]([O:10][CH2:11][C:12]([F:15])([F:14])[F:13])=[CH:8][CH:7]=[CH:6][C:5]=1[CH3:16])([O-])=O. Product: [NH2:1][C:4]1[C:9]([O:10][CH2:11][C:12]([F:13])([F:14])[F:15])=[CH:8][CH:7]=[CH:6][C:5]=1[CH3:16]. The catalyst class is: 153. (2) Reactant: I[C:2]1[CH:7]=[CH:6][C:5]([N+:8]([O-:10])=[O:9])=[CH:4][C:3]=1[O:11][CH3:12].CCN(C(C)C)C(C)C.[CH2:22]([PH:24](=[O:28])[O:25][CH2:26][CH3:27])[CH3:23]. The catalyst class is: 11. Product: [CH2:22]([P:24]([C:2]1[CH:7]=[CH:6][C:5]([N+:8]([O-:10])=[O:9])=[CH:4][C:3]=1[O:11][CH3:12])(=[O:28])[O:25][CH2:26][CH3:27])[CH3:23]. (3) Reactant: [CH2:1]([O:8][C:9]1[CH:16]=[CH:15][C:12]([CH:13]=[O:14])=[CH:11][C:10]=1[O:17][CH3:18])[C:2]1[CH:7]=[CH:6][CH:5]=[CH:4][CH:3]=1.[CH3:19][O:20][CH2:21][C:22]([O:24][CH3:25])=[O:23].C[Si]([N-][Si](C)(C)C)(C)C.[Na+]. Product: [CH3:25][O:24][C:22](=[O:23])[CH:21]([O:20][CH3:19])[CH:13]([C:12]1[CH:15]=[CH:16][C:9]([O:8][CH2:1][C:2]2[CH:3]=[CH:4][CH:5]=[CH:6][CH:7]=2)=[C:10]([O:17][CH3:18])[CH:11]=1)[OH:14]. The catalyst class is: 1. (4) Reactant: F[C:2]1[C:3]([CH3:22])=[N:4][C:5]2[C:10]([N:11]=1)=[C:9]([C:12]1[NH:20][C:19]3[CH2:18][CH2:17][NH:16][C:15](=[O:21])[C:14]=3[CH:13]=1)[CH:8]=[CH:7][CH:6]=2.Cl.[CH3:24][C:25]1([NH2:29])[CH2:28][CH2:27][CH2:26]1.CCN(C(C)C)C(C)C.CO.C(Cl)Cl. Product: [CH3:22][C:3]1[C:2]([NH:29][C:25]2([CH3:24])[CH2:28][CH2:27][CH2:26]2)=[N:11][C:10]2[C:5](=[CH:6][CH:7]=[CH:8][C:9]=2[C:12]2[NH:20][C:19]3[CH2:18][CH2:17][NH:16][C:15](=[O:21])[C:14]=3[CH:13]=2)[N:4]=1. The catalyst class is: 16. (5) Reactant: [CH3:1][C:2]1[N:3]([CH:19]2[CH2:24][CH2:23][CH2:22][CH2:21][O:20]2)[N:4]=[C:5]2[C:14]3[CH:13]=[C:12]([N+:15]([O-:17])=[O:16])[CH:11]=[CH:10][C:9]=3[NH:8][C:7](=[O:18])[C:6]=12.[CH3:25][C:26]([O-:29])([CH3:28])[CH3:27].[K+].[C:31]([O-:34])([O-])=O.[K+].[K+]. Product: [C:26]([O:29][C:31](=[O:34])[NH:3][CH2:2][CH2:6][CH2:5][N:8]1[C:9]2[CH:10]=[CH:11][C:12]([N+:15]([O-:17])=[O:16])=[CH:13][C:14]=2[C:5]2=[N:4][N:3]([CH:19]3[CH2:24][CH2:23][CH2:22][CH2:21][O:20]3)[C:2]([CH3:1])=[C:6]2[C:7]1=[O:18])([CH3:28])([CH3:27])[CH3:25]. The catalyst class is: 3. (6) Reactant: [O:1]([C:8]1[CH:9]=[C:10]([CH:12]=[CH:13][CH:14]=1)[NH2:11])C1C=CC=CC=1.[H-].[Na+].FC(F)(F)O[C:20]1[CH:21]=[C:22]([CH:25]=[CH:26][CH:27]=1)[CH2:23]Br. Product: [OH-:1].[NH4+:11].[CH2:23]([NH:11][C:10]1[CH:9]=[CH:8][CH:14]=[CH:13][CH:12]=1)[C:22]1[CH:25]=[CH:26][CH:27]=[CH:20][CH:21]=1. The catalyst class is: 244.